From a dataset of Forward reaction prediction with 1.9M reactions from USPTO patents (1976-2016). Predict the product of the given reaction. (1) Given the reactants [BrH:1].[Br:2][C:3]1[CH:8]=[CH:7][C:6]([CH2:9]O)=[C:5]([CH3:11])[CH:4]=1, predict the reaction product. The product is: [Br:2][C:3]1[CH:8]=[CH:7][C:6]([CH2:9][Br:1])=[C:5]([CH3:11])[CH:4]=1. (2) Given the reactants [CH:1]1([O:6][C:7]([NH:9][C@@H:10]([CH2:14][CH2:15][CH2:16][CH2:17][CH2:18][CH2:19][CH2:20][NH:21][C:22]2[CH:27]=[CH:26][CH:25]=[CH:24][C:23]=2[S:28]([NH:31][C:32]([C@@:34]2([NH:39][C:40](=[O:59])[C@@H:41]3[CH2:45][C@@H:44]([NH:46][S:47]([C:50]4[CH:55]=[CH:54][CH:53]=[CH:52][C:51]=4[N+:56]([O-:58])=[O:57])(=[O:49])=[O:48])[CH2:43][NH:42]3)[CH2:36][C@H:35]2[CH:37]=[CH2:38])=[O:33])(=[O:30])=[O:29])[C:11]([OH:13])=O)=[O:8])[CH2:5][CH2:4][CH2:3][CH2:2]1.CN(C(ON1N=NC2C=CC=NC1=2)=[N+](C)C)C.F[P-](F)(F)(F)(F)F.CCN(C(C)C)C(C)C, predict the reaction product. The product is: [N+:56]([C:51]1[CH:52]=[CH:53][CH:54]=[CH:55][C:50]=1[S:47]([NH:46][C@H:44]1[CH2:43][N:42]2[C@H:41]([C:40](=[O:59])[NH:39][C@@:34]3([CH2:36][C@H:35]3[CH:37]=[CH2:38])[C:32](=[O:33])[NH:31][S:28](=[O:29])(=[O:30])[C:23]3[CH:24]=[CH:25][CH:26]=[CH:27][C:22]=3[NH:21][CH2:20][CH2:19][CH2:18][CH2:17][CH2:16][CH2:15][CH2:14][C@H:10]([NH:9][C:7](=[O:8])[O:6][CH:1]3[CH2:2][CH2:3][CH2:4][CH2:5]3)[C:11]2=[O:13])[CH2:45]1)(=[O:49])=[O:48])([O-:58])=[O:57]. (3) Given the reactants [F:1][C:2]1[CH:7]=[CH:6][C:5]([C:8]2[C:17]3[C:12](=[N:13][C:14]([C:18]([F:21])([F:20])[F:19])=[CH:15][CH:16]=3)[N:11]=[CH:10][CH:9]=2)=[CH:4][C:3]=1[OH:22].[CH3:23][C:24]([N:26]([CH3:28])[CH3:27])=[O:25], predict the reaction product. The product is: [F:1][C:2]1[CH:7]=[CH:6][C:5]([C:8]2[C:17]3[C:12](=[N:13][C:14]([C:18]([F:19])([F:20])[F:21])=[CH:15][CH:16]=3)[N:11]=[CH:10][CH:9]=2)=[CH:4][C:3]=1[O:22][CH2:23][C:24]([N:26]([CH3:28])[CH3:27])=[O:25]. (4) Given the reactants C([N-]C(C)C)(C)C.[Li+].[CH3:9][O:10][C:11](=[O:20])[CH2:12][C:13]1[CH:18]=[CH:17][C:16]([Br:19])=[CH:15][CH:14]=1.I[CH2:22][CH:23]1[CH2:27][CH2:26][CH2:25][CH2:24]1, predict the reaction product. The product is: [CH3:9][O:10][C:11](=[O:20])[CH:12]([C:13]1[CH:18]=[CH:17][C:16]([Br:19])=[CH:15][CH:14]=1)[CH2:22][CH:23]1[CH2:27][CH2:26][CH2:25][CH2:24]1. (5) The product is: [NH2:28][C:26](=[O:27])[C:25](=[O:29])[CH:24]([NH:23][C:20]([C@H:5]1[CH2:4][CH2:3][C:2](=[O:1])[N:6]1[CH2:7][C:8]1[C:13]([C:14]([F:17])([F:16])[F:15])=[CH:12][CH:11]=[CH:10][C:9]=1[O:18][CH3:19])=[O:22])[CH2:30][C:31]1[CH:32]=[CH:33][CH:34]=[CH:35][CH:36]=1. Given the reactants [O:1]=[C:2]1[N:6]([CH2:7][C:8]2[C:13]([C:14]([F:17])([F:16])[F:15])=[CH:12][CH:11]=[CH:10][C:9]=2[O:18][CH3:19])[C@@H:5]([C:20]([OH:22])=O)[CH2:4][CH2:3]1.[NH2:23][CH:24]([CH2:30][C:31]1[CH:36]=[CH:35][CH:34]=[CH:33][CH:32]=1)[CH:25]([OH:29])[C:26]([NH2:28])=[O:27].O[NH-].O=[N-], predict the reaction product.